Predict the reactants needed to synthesize the given product. From a dataset of Full USPTO retrosynthesis dataset with 1.9M reactions from patents (1976-2016). (1) Given the product [Cl:1][C:2]1[C:7]([C:8]2[CH:9]=[CH:10][CH:11]=[CH:12][CH:13]=2)=[N:6][N:5]=[C:4]2[N:14]([CH2:28][CH2:27][O:26][CH:23]([CH3:25])[CH3:24])[N:15]=[C:16]([C:17]3[CH:18]=[CH:19][CH:20]=[CH:21][CH:22]=3)[C:3]=12, predict the reactants needed to synthesize it. The reactants are: [Cl:1][C:2]1[C:7]([C:8]2[CH:13]=[CH:12][CH:11]=[CH:10][CH:9]=2)=[N:6][N:5]=[C:4]2[NH:14][N:15]=[C:16]([C:17]3[CH:22]=[CH:21][CH:20]=[CH:19][CH:18]=3)[C:3]=12.[CH:23]([O:26][CH2:27][CH2:28]O)([CH3:25])[CH3:24].N(C(OCC)=O)=NC(OCC)=O.C1(P(C2C=CC=CC=2)C2C=CC=CC=2)C=CC=CC=1. (2) Given the product [CH2:3]([N:10]([CH2:48][C:47]1[CH:50]=[CH:51][C:44]([O:43][CH3:42])=[CH:45][CH:46]=1)[C:11]1[C:20]2[C:15](=[CH:16][CH:17]=[CH:18][C:19]=2[C:21]2[CH:26]=[CH:25][CH:24]=[CH:23][CH:22]=2)[C:14]([C:27]2[CH:28]=[C:29]([S:33]([NH:36][C:37]([CH3:38])([CH3:40])[CH3:39])(=[O:35])=[O:34])[CH:30]=[N:31][CH:32]=2)=[C:13]([Cl:41])[N:12]=1)[C:4]1[CH:9]=[CH:8][CH:7]=[CH:6][CH:5]=1, predict the reactants needed to synthesize it. The reactants are: [H-].[Na+].[CH2:3]([NH:10][C:11]1[C:20]2[C:15](=[CH:16][CH:17]=[CH:18][C:19]=2[C:21]2[CH:26]=[CH:25][CH:24]=[CH:23][CH:22]=2)[C:14]([C:27]2[CH:28]=[C:29]([S:33]([NH:36][C:37]([CH3:40])([CH3:39])[CH3:38])(=[O:35])=[O:34])[CH:30]=[N:31][CH:32]=2)=[C:13]([Cl:41])[N:12]=1)[C:4]1[CH:9]=[CH:8][CH:7]=[CH:6][CH:5]=1.[CH3:42][O:43][C:44]1[CH:51]=[CH:50][C:47]([CH2:48]Cl)=[CH:46][CH:45]=1. (3) Given the product [CH3:1][O:18][C:16](=[O:17])[CH2:15][C:19]1[CH:20]=[CH:21][C:22]([C:27]2[CH:32]=[CH:31][C:30]([OH:33])=[CH:29][N:28]=2)=[CH:23][CH:24]=1, predict the reactants needed to synthesize it. The reactants are: [C:1](=O)([O-])[O-].[Na+].[Na+].CC1(C)C(C)(C)OB([CH:15]([C:19]2[CH:24]=[CH:23][CH:22]=[CH:21][CH:20]=2)[C:16]([O-:18])=[O:17])O1.Cl[C:27]1[CH:32]=[CH:31][C:30]([OH:33])=[CH:29][N:28]=1.